Dataset: Full USPTO retrosynthesis dataset with 1.9M reactions from patents (1976-2016). Task: Predict the reactants needed to synthesize the given product. (1) The reactants are: [CH:1]([C:3]1[CH:4]=[CH:5][C:6]([O:12][CH3:13])=[C:7](B(O)O)[CH:8]=1)=[O:2].Br[C:15]1[CH:25]=[CH:24][C:18]2[O:19][C:20]([F:23])([F:22])[O:21][C:17]=2[CH:16]=1.C(=O)([O-])[O-].[K+].[K+]. Given the product [F:23][C:20]1([F:22])[O:19][C:18]2[CH:24]=[CH:25][C:15]([C:7]3[CH:8]=[C:3]([CH:4]=[CH:5][C:6]=3[O:12][CH3:13])[CH:1]=[O:2])=[CH:16][C:17]=2[O:21]1, predict the reactants needed to synthesize it. (2) Given the product [N:1]1[CH:2]=[CH:3][N:4]2[CH:9]=[CH:8][C:7]([CH2:10][NH:11][C:12]([C:14]3[S:15][C:16]([CH:19]4[CH2:24][CH2:23][N:22]([C:36]([O:35][CH:32]([CH3:34])[CH3:33])=[O:37])[CH2:21][CH2:20]4)=[CH:17][CH:18]=3)=[O:13])=[CH:6][C:5]=12, predict the reactants needed to synthesize it. The reactants are: [N:1]1[CH:2]=[CH:3][N:4]2[CH:9]=[CH:8][C:7]([CH2:10][NH:11][C:12]([C:14]3[S:15][C:16]([CH:19]4[CH2:24][CH2:23][NH:22][CH2:21][CH2:20]4)=[CH:17][CH:18]=3)=[O:13])=[CH:6][C:5]=12.CN1CCOCC1.[CH:32]([O:35][C:36](Cl)=[O:37])([CH3:34])[CH3:33]. (3) Given the product [CH3:37][Si:36]([CH3:39])([CH3:38])[C:3]1[CH:4]=[CH:5][CH:1]([C:6]([C:9]2[C:21]3[CH2:20][C:19]4[C:14](=[CH:15][C:16]([C:22]([CH3:25])([CH3:24])[CH3:23])=[CH:17][CH:18]=4)[C:13]=3[CH:12]=[C:11]([C:26]([CH3:29])([CH3:28])[CH3:27])[CH:10]=2)([CH3:8])[CH3:7])[CH:2]=1, predict the reactants needed to synthesize it. The reactants are: [CH:1]1([C:6]([C:9]2[C:21]3[CH2:20][C:19]4[C:14](=[CH:15][C:16]([C:22]([CH3:25])([CH3:24])[CH3:23])=[CH:17][CH:18]=4)[C:13]=3[CH:12]=[C:11]([C:26]([CH3:29])([CH3:28])[CH3:27])[CH:10]=2)([CH3:8])[CH3:7])[CH:5]=[CH:4][CH:3]=[CH:2]1.[Li]CCCC.Cl[Si:36]([CH3:39])([CH3:38])[CH3:37]. (4) Given the product [F:1][C:2]1[CH:34]=[CH:33][C:5]2[S:6][C:7]([S:10]([NH:13][C:14]3[CH:19]=[CH:18][C:17]([C:20]4[O:21][CH:22]=[C:23]([C:25]([O:27][CH3:28])=[O:26])[N:24]=4)=[CH:16][C:15]=3[S:29]([CH3:32])(=[O:31])=[O:30])(=[O:11])=[O:12])=[C:8]([CH3:9])[C:4]=2[CH:3]=1, predict the reactants needed to synthesize it. The reactants are: [F:1][C:2]1[CH:34]=[CH:33][C:5]2[S:6][C:7]([S:10]([NH:13][C:14]3[CH:19]=[CH:18][C:17]([C:20]4[O:21][CH2:22][CH:23]([C:25]([O:27][CH3:28])=[O:26])[N:24]=4)=[CH:16][C:15]=3[S:29]([CH3:32])(=[O:31])=[O:30])(=[O:12])=[O:11])=[C:8]([CH3:9])[C:4]=2[CH:3]=1.BrC(Cl)(Cl)Cl.C1CCN2C(=NCCC2)CC1. (5) Given the product [F:18][CH2:16][CH2:17][N:11]1[CH2:10][CH2:9][CH:8]([NH2:7])[CH2:13][CH2:12]1, predict the reactants needed to synthesize it. The reactants are: C(OC(=O)[NH:7][CH:8]1[CH2:13][CH2:12][NH:11][CH2:10][CH2:9]1)(C)(C)C.Br[CH:16]([F:18])[CH3:17].C(=O)([O-])[O-].[K+].[K+].Cl.O1CCOCC1.